This data is from Forward reaction prediction with 1.9M reactions from USPTO patents (1976-2016). The task is: Predict the product of the given reaction. (1) The product is: [NH2:17][CH2:16][C:18]1[N:19]=[CH:20][C:21]([NH:5][C:4]2[CH:6]=[CH:7][C:8]([C:10]([F:12])([F:11])[F:13])=[CH:9][C:3]=2[C:2]([F:14])([F:15])[F:1])=[CH:22][CH:23]=1. Given the reactants [F:1][C:2]([F:15])([F:14])[C:3]1[CH:9]=[C:8]([C:10]([F:13])([F:12])[F:11])[CH:7]=[CH:6][C:4]=1[NH2:5].[C:16]([C:18]1[CH:23]=[CH:22][C:21](F)=[CH:20][N:19]=1)#[N:17], predict the reaction product. (2) Given the reactants O[Li].O.O.[Br:5][C:6]1[CH:7]=[C:8]2[C:13](=[CH:14][CH:15]=1)[C:12]([CH2:16][N:17]1[C:23](=[O:24])[C@@H:22]([NH:25][C:26](=[O:38])[C@@H:27]([N:29]([C:31]([O:33][C:34]([CH3:37])([CH3:36])[CH3:35])=[O:32])[CH3:30])[CH3:28])[CH2:21][O:20][C:19]3[C:39]([C:43]([O:45]C)=[O:44])=[CH:40][CH:41]=[CH:42][C:18]1=3)=[C:11]([O:47][CH3:48])[CH:10]=[CH:9]2, predict the reaction product. The product is: [Br:5][C:6]1[CH:7]=[C:8]2[C:13](=[CH:14][CH:15]=1)[C:12]([CH2:16][N:17]1[C:23](=[O:24])[C@@H:22]([NH:25][C:26](=[O:38])[C@@H:27]([N:29]([C:31]([O:33][C:34]([CH3:37])([CH3:35])[CH3:36])=[O:32])[CH3:30])[CH3:28])[CH2:21][O:20][C:19]3[C:39]([C:43]([OH:45])=[O:44])=[CH:40][CH:41]=[CH:42][C:18]1=3)=[C:11]([O:47][CH3:48])[CH:10]=[CH:9]2. (3) Given the reactants [C:1]([NH:4][C:5]1[CH:14]=[CH:13][C:12]2[C:7](=[CH:8][C:9]([CH3:15])=[CH:10][CH:11]=2)[N:6]=1)(=[O:3])[CH3:2].[Br:16]N1C(=O)CCC1=O, predict the reaction product. The product is: [C:1]([NH:4][C:5]1[CH:14]=[CH:13][C:12]2[C:7](=[CH:8][C:9]([CH2:15][Br:16])=[CH:10][CH:11]=2)[N:6]=1)(=[O:3])[CH3:2]. (4) Given the reactants C(C1C=CC(OCC(O)=O)=CC=1)CC.[CH2:15]([C:21]1[CH:35]=[CH:34][C:24]([O:25][CH2:26][C:27]([O:29]C(C)(C)C)=[O:28])=[CH:23][CH:22]=1)[CH2:16][CH2:17][CH2:18][CH2:19][CH3:20], predict the reaction product. The product is: [CH2:15]([C:21]1[CH:22]=[CH:23][C:24]([O:25][CH2:26][C:27]([OH:29])=[O:28])=[CH:34][CH:35]=1)[CH2:16][CH2:17][CH2:18][CH2:19][CH3:20]. (5) Given the reactants [Cl:1][C:2]1[CH:7]=[CH:6][C:5]([CH2:8][C:9]2[C:18]3[C:13](=[CH:14][CH:15]=[CH:16][CH:17]=3)[C:12](=[O:19])[N:11]([CH2:20][C@H:21]3[CH2:25][CH2:24][CH2:23][N:22]3[CH2:26][CH2:27][CH2:28][CH2:29][C:30]3[CH:35]=[CH:34][C:33]([O:36]C)=[CH:32][CH:31]=3)[N:10]=2)=[CH:4][CH:3]=1.B(Br)(Br)Br.Cl.C([O-])(O)=O.[Na+], predict the reaction product. The product is: [Cl:1][C:2]1[CH:7]=[CH:6][C:5]([CH2:8][C:9]2[C:18]3[C:13](=[CH:14][CH:15]=[CH:16][CH:17]=3)[C:12](=[O:19])[N:11]([CH2:20][C@H:21]3[CH2:25][CH2:24][CH2:23][N:22]3[CH2:26][CH2:27][CH2:28][CH2:29][C:30]3[CH:31]=[CH:32][C:33]([OH:36])=[CH:34][CH:35]=3)[N:10]=2)=[CH:4][CH:3]=1. (6) Given the reactants [OH:1][C:2]1[CH:9]=[CH:8][C:5]([CH:6]=[O:7])=[C:4]([O:10][CH3:11])[CH:3]=1.C(=O)([O-])[O-].[K+].[K+].Cl.Cl[CH2:20][C:21]1[CH:26]=[CH:25][CH:24]=[CH:23][N:22]=1.O, predict the reaction product. The product is: [CH3:11][O:10][C:4]1[CH:3]=[C:2]([O:1][CH2:20][C:21]2[CH:26]=[CH:25][CH:24]=[CH:23][N:22]=2)[CH:9]=[CH:8][C:5]=1[CH:6]=[O:7].